Dataset: Reaction yield outcomes from USPTO patents with 853,638 reactions. Task: Predict the reaction yield, written as a fraction of the theoretical maximum amount of product (1.0 means a 100% yield; for example, 0.34 means a 34% yield). The reactants are C([C:5]([Br:17])(CCCC)[C:6]1[CH:11]=[CH:10][C:9]([F:12])=[CH:8][CH:7]=1)CCC.C1C=C(Cl)C=C(C(OO)=O)C=1.[S:29]([O-])([O-:31])=[O:30].[Na+].[Na+].C(OCC)(=O)C. The catalyst is C(Cl)Cl. The product is [S:29](=[C:5]([Br:17])[C:6]1[CH:11]=[CH:10][C:9]([F:12])=[CH:8][CH:7]=1)(=[O:31])=[O:30]. The yield is 0.980.